Predict the reactants needed to synthesize the given product. From a dataset of Full USPTO retrosynthesis dataset with 1.9M reactions from patents (1976-2016). (1) Given the product [N:1]1([CH2:6][CH2:7][CH2:8][O:9][C:10]2[CH:15]=[CH:14][C:13]([C:16]3([CH2:22][N:28]4[CH2:29][CH2:30][CH:25]([OH:24])[CH2:26][CH2:27]4)[CH2:17][CH2:18][O:19][CH2:20][CH2:21]3)=[CH:12][CH:11]=2)[CH2:2][CH2:3][CH2:4][CH2:5]1, predict the reactants needed to synthesize it. The reactants are: [N:1]1([CH2:6][CH2:7][CH2:8][O:9][C:10]2[CH:15]=[CH:14][C:13]([C:16]3([CH:22]=O)[CH2:21][CH2:20][O:19][CH2:18][CH2:17]3)=[CH:12][CH:11]=2)[CH2:5][CH2:4][CH2:3][CH2:2]1.[OH:24][CH:25]1[CH2:30][CH2:29][NH:28][CH2:27][CH2:26]1. (2) Given the product [C:1]([NH:4][C:5]1[CH:10]=[CH:9][C:8]([O:11][C:12](=[O:14])[CH3:13])=[CH:7][C:6]=1[O:15][CH2:91][C:90]([OH:94])([CH3:93])[CH2:92][OH:21])(=[O:3])[CH3:2], predict the reactants needed to synthesize it. The reactants are: [C:1]([NH:4][C:5]1[CH:10]=[CH:9][C:8]([O:11][C:12](=[O:14])[CH3:13])=[CH:7][C:6]=1[O:15]CC(C)=C)(=[O:3])[CH3:2].C(=O)([O-])[O-:21].[K+].[K+].CC[C@@H]1[C@@H]2C[C@H]([C@@H](OC3C4C(=CC=CC=4)C(O[C@@H](C4C=CN=C5C=4C=C(OC)C=C5)[C@@H]4N5C[C@H](CC)[C@@H](CC5)C4)=NN=3)C3C=CN=C4C=3C=C(OC)C=C4)N(CC2)C1.S([O-])([O-])=O.[Na+].[Na+].[C:90]([OH:94])([CH3:93])([CH3:92])[CH3:91]. (3) Given the product [Cl:21][C:15]1[C:16]([N:18]([CH3:19])[CH3:20])=[CH:17][C:12]2[O:11][CH:10]([C:22]([OH:33])=[O:34])[CH2:9][NH:8][C:13]=2[CH:14]=1, predict the reactants needed to synthesize it. The reactants are: C(OC([N:8]1[C:13]2[CH:14]=[C:15]([Cl:21])[C:16]([N:18]([CH3:20])[CH3:19])=[CH:17][C:12]=2[O:11][CH:10]([C:22](=[O:33])NC(C2C=CC=CC=2)CO)[CH2:9]1)=O)(C)(C)C.[OH:34]S(O)(=O)=O. (4) Given the product [CH3:26][O:25][C:16]1[CH:15]=[C:14]([CH2:13][C:12](=[O:11])[CH2:6][C:7]#[N:8])[CH:19]=[CH:18][C:17]=1[O:20][CH2:21][CH2:22][O:23][CH3:24], predict the reactants needed to synthesize it. The reactants are: C([Li])CCC.[CH3:6][C:7]#[N:8].C([O:11][C:12](=O)[CH2:13][C:14]1[CH:19]=[CH:18][C:17]([O:20][CH2:21][CH2:22][O:23][CH3:24])=[C:16]([O:25][CH3:26])[CH:15]=1)C.[NH4+].[Cl-]. (5) Given the product [F:20][C:21]1[CH:26]=[CH:25][C:24]([C:8]2[C:7]([C:14]#[N:15])=[C:6]([OH:16])[C:5]([OH:4])=[CH:10][C:9]=2[C:11]#[N:12])=[CH:23][C:22]=1[OH:30], predict the reactants needed to synthesize it. The reactants are: C([O:4][C:5]1[CH:10]=[C:9]([C:11]#[N:12])[C:8](Br)=[C:7]([C:14]#[N:15])[C:6]=1[O:16]C(=O)C)(=O)C.[F:20][C:21]1[CH:26]=[CH:25][C:24](B(O)O)=[CH:23][C:22]=1[OH:30]. (6) Given the product [Br:1][C:2]1[N:7]=[CH:6][C:5]2[N:8]=[C:9]([C:17](=[N:20][OH:21])[C:18]#[N:19])[N:10]([C:11]3[CH:16]=[CH:15][CH:14]=[CH:13][CH:12]=3)[C:4]=2[CH:3]=1, predict the reactants needed to synthesize it. The reactants are: [Br:1][C:2]1[N:7]=[CH:6][C:5]2[N:8]=[C:9]([CH2:17][C:18]#[N:19])[N:10]([C:11]3[CH:16]=[CH:15][CH:14]=[CH:13][CH:12]=3)[C:4]=2[CH:3]=1.[N:20]([O-])=[O:21].[Na+]. (7) The reactants are: Br[C:2]1[CH:3]=[C:4]([C:8]([CH3:12])([CH3:11])[C:9]#[N:10])[CH:5]=[N:6][CH:7]=1.[B:13]1([B:13]2[O:17][C:16]([CH3:19])([CH3:18])[C:15]([CH3:21])([CH3:20])[O:14]2)[O:17][C:16]([CH3:19])([CH3:18])[C:15]([CH3:21])([CH3:20])[O:14]1.C([O-])(=O)C.[K+]. Given the product [CH3:11][C:8]([C:4]1[CH:5]=[N:6][CH:7]=[C:2]([B:13]2[O:17][C:16]([CH3:19])([CH3:18])[C:15]([CH3:21])([CH3:20])[O:14]2)[CH:3]=1)([CH3:12])[C:9]#[N:10], predict the reactants needed to synthesize it. (8) The reactants are: Cl[C:2]1[N:7]=[C:6]([NH:8][C:9]2[NH:10][N:11]=[C:12]([O:14][CH:15]([CH3:17])[CH3:16])[CH:13]=2)[CH:5]=[CH:4][N:3]=1.[N:18]1[CH:23]=[C:22]([C:24]2[CH:28]=[C:27]([CH2:29][NH2:30])[O:26][N:25]=2)[CH:21]=[N:20][CH:19]=1.C(O)(C(F)(F)F)=O. Given the product [CH3:16][CH:15]([O:14][C:12]1[CH:13]=[C:9]([NH:8][C:6]2[CH:5]=[CH:4][N:3]=[C:2]([NH:30][CH2:29][C:27]3[O:26][N:25]=[C:24]([C:22]4[CH:21]=[N:20][CH:19]=[N:18][CH:23]=4)[CH:28]=3)[N:7]=2)[NH:10][N:11]=1)[CH3:17], predict the reactants needed to synthesize it. (9) The reactants are: Br[C:2]1[CH:7]=[CH:6][C:5]([C:8]2[O:9][C:10]3[CH:16]=[CH:15][CH:14]=[CH:13][C:11]=3[N:12]=2)=[CH:4][CH:3]=1.[C:17]1([N:23]2[C:35]3[CH:34]=[CH:33][C:32](B(O)O)=[CH:31][C:30]=3[C:29]3[C:24]2=[CH:25][CH:26]=[CH:27][CH:28]=3)[CH:22]=[CH:21][CH:20]=[CH:19][CH:18]=1.C1(C)C=CC=CC=1P(C1C=CC=CC=1C)C1C=CC=CC=1C.C(=O)([O-])[O-].[K+].[K+]. Given the product [O:9]1[C:10]2[CH:16]=[CH:15][CH:14]=[CH:13][C:11]=2[N:12]=[C:8]1[C:5]1[CH:6]=[CH:7][C:2]([C:32]2[CH:33]=[CH:34][C:35]3[N:23]([C:17]4[CH:22]=[CH:21][CH:20]=[CH:19][CH:18]=4)[C:24]4[C:29]([C:30]=3[CH:31]=2)=[CH:28][CH:27]=[CH:26][CH:25]=4)=[CH:3][CH:4]=1, predict the reactants needed to synthesize it. (10) The reactants are: [Cl:1][C:2]1[C:11]2[C:6](=[CH:7][CH:8]=[C:9](I)[CH:10]=2)[N:5]=[C:4]([O:13][CH3:14])[C:3]=1[CH2:15][CH:16]1[CH2:21][CH2:20][O:19][CH2:18][CH2:17]1.C([Mg]Cl)(C)C.[C:27]([CH:35]1[CH2:40][CH2:39][N:38]([C:41](=[O:43])[CH3:42])[CH2:37][CH2:36]1)(=[O:34])[C:28]1[CH:33]=[CH:32][CH:31]=[CH:30][CH:29]=1.C(=O)=O.CC#N. Given the product [Cl:1][C:2]1[C:11]2[C:6](=[CH:7][CH:8]=[C:9]([C:27]([OH:34])([C:28]3[CH:33]=[CH:32][CH:31]=[CH:30][CH:29]=3)[CH:35]3[CH2:40][CH2:39][N:38]([C:41](=[O:43])[CH3:42])[CH2:37][CH2:36]3)[CH:10]=2)[N:5]=[C:4]([O:13][CH3:14])[C:3]=1[CH2:15][CH:16]1[CH2:21][CH2:20][O:19][CH2:18][CH2:17]1, predict the reactants needed to synthesize it.